This data is from Merck oncology drug combination screen with 23,052 pairs across 39 cell lines. The task is: Regression. Given two drug SMILES strings and cell line genomic features, predict the synergy score measuring deviation from expected non-interaction effect. (1) Drug 1: CC(C)CC(NC(=O)C(Cc1ccccc1)NC(=O)c1cnccn1)B(O)O. Drug 2: Cc1nc(Nc2ncc(C(=O)Nc3c(C)cccc3Cl)s2)cc(N2CCN(CCO)CC2)n1. Cell line: SKMEL30. Synergy scores: synergy=-11.6. (2) Drug 1: CN1C(=O)C=CC2(C)C3CCC4(C)C(NC(=O)OCC(F)(F)F)CCC4C3CCC12. Drug 2: COc1cc(C2c3cc4c(cc3C(OC3OC5COC(C)OC5C(O)C3O)C3COC(=O)C23)OCO4)cc(OC)c1O. Cell line: OV90. Synergy scores: synergy=9.59. (3) Drug 1: CN(Cc1cnc2nc(N)nc(N)c2n1)c1ccc(C(=O)NC(CCC(=O)O)C(=O)O)cc1. Drug 2: CC(C)CC(NC(=O)C(Cc1ccccc1)NC(=O)c1cnccn1)B(O)O. Cell line: A375. Synergy scores: synergy=-16.9. (4) Drug 1: CN1C(=O)C=CC2(C)C3CCC4(C)C(NC(=O)OCC(F)(F)F)CCC4C3CCC12. Drug 2: Nc1ccn(C2OC(CO)C(O)C2(F)F)c(=O)n1. Cell line: ES2. Synergy scores: synergy=7.88. (5) Drug 1: CC(=O)OC1C(=O)C2(C)C(O)CC3OCC3(OC(C)=O)C2C(OC(=O)c2ccccc2)C2(O)CC(OC(=O)C(O)C(NC(=O)c3ccccc3)c3ccccc3)C(C)=C1C2(C)C. Drug 2: CC1(c2nc3c(C(N)=O)cccc3[nH]2)CCCN1. Cell line: UWB1289. Synergy scores: synergy=-14.8. (6) Drug 1: O=C(CCCCCCC(=O)Nc1ccccc1)NO. Drug 2: CC(C)CC(NC(=O)C(Cc1ccccc1)NC(=O)c1cnccn1)B(O)O. Cell line: SW620. Synergy scores: synergy=0.392.